The task is: Regression. Given a peptide amino acid sequence and an MHC pseudo amino acid sequence, predict their binding affinity value. This is MHC class I binding data.. This data is from Peptide-MHC class I binding affinity with 185,985 pairs from IEDB/IMGT. (1) The peptide sequence is RVFDKADGK. The binding affinity (normalized) is 0.0847. The MHC is HLA-A68:02 with pseudo-sequence HLA-A68:02. (2) The peptide sequence is SSWAFGKFL. The MHC is Patr-B0101 with pseudo-sequence Patr-B0101. The binding affinity (normalized) is 0.818. (3) The peptide sequence is TVYYGVPV. The MHC is H-2-Db with pseudo-sequence H-2-Db. The binding affinity (normalized) is 0. (4) The peptide sequence is MEHKYSWKS. The MHC is HLA-B44:03 with pseudo-sequence HLA-B44:03. The binding affinity (normalized) is 0.361. (5) The peptide sequence is LTGHMLDMY. The MHC is Patr-B0101 with pseudo-sequence Patr-B0101. The binding affinity (normalized) is 0.0210. (6) The MHC is HLA-B15:09 with pseudo-sequence HLA-B15:09. The peptide sequence is RENQVAVVR. The binding affinity (normalized) is 0.0847. (7) The peptide sequence is ARPKRWLLI. The MHC is H-2-Kb with pseudo-sequence H-2-Kb. The binding affinity (normalized) is 0.0488.